This data is from Full USPTO retrosynthesis dataset with 1.9M reactions from patents (1976-2016). The task is: Predict the reactants needed to synthesize the given product. Given the product [CH3:9][S:10]([C:13]1[CH:18]=[CH:17][C:16]([C:2]2[S:6][C:5]([CH:7]=[O:8])=[CH:4][CH:3]=2)=[CH:15][CH:14]=1)(=[O:12])=[O:11], predict the reactants needed to synthesize it. The reactants are: Br[C:2]1[S:6][C:5]([CH:7]=[O:8])=[CH:4][CH:3]=1.[CH3:9][S:10]([C:13]1[CH:18]=[CH:17][C:16](B(O)O)=[CH:15][CH:14]=1)(=[O:12])=[O:11].